Task: Predict the reaction yield, written as a fraction of the theoretical maximum amount of product (1.0 means a 100% yield; for example, 0.34 means a 34% yield).. Dataset: Reaction yield outcomes from USPTO patents with 853,638 reactions (1) The reactants are C1CCN(C(N=NC(N2CCCCC2)=O)=O)CC1.[CH3:19][O:20][C:21]1[N:26]=[C:25]([CH2:27][CH2:28]O)[CH:24]=[CH:23][CH:22]=1.[C:30]1(=[O:40])[NH:34][C:33](=[O:35])[C:32]2=[CH:36][CH:37]=[CH:38][CH:39]=[C:31]12.C(P(CCCC)CCCC)CCC. The catalyst is C(OCC)(=O)C.C1COCC1. The product is [CH3:19][O:20][C:21]1[N:26]=[C:25]([CH2:27][CH2:28][N:34]2[C:30](=[O:40])[C:31]3[C:32](=[CH:36][CH:37]=[CH:38][CH:39]=3)[C:33]2=[O:35])[CH:24]=[CH:23][CH:22]=1. The yield is 0.690. (2) The reactants are Cl[C:2]1[C:7]([C:8]#[N:9])=[C:6]([C:10]2[CH:15]=[CH:14][CH:13]=[C:12]([N+:16]([O-:18])=[O:17])[CH:11]=2)[N:5]=[C:4]([S:19][CH3:20])[N:3]=1.[SH:21][CH2:22][C:23]([NH2:25])=[O:24].C([O-])([O-])=O.[K+].[K+]. The catalyst is C(O)C. The product is [C:8]([C:7]1[C:2]([S:21][CH2:22][C:23]([NH2:25])=[O:24])=[N:3][C:4]([S:19][CH3:20])=[N:5][C:6]=1[C:10]1[CH:15]=[CH:14][CH:13]=[C:12]([N+:16]([O-:18])=[O:17])[CH:11]=1)#[N:9]. The yield is 0.850. (3) The reactants are [Cl:1][C:2]1[C:3]([C:26]2[N:30]3[CH:31]=[CH:32][CH:33]=[CH:34][C:29]3=[N:28][CH:27]=2)=[N:4][C:5]([NH:8][C:9]2[CH:14]=[CH:13][C:12]([N:15]3[CH2:19][CH2:18][C@@H:17]([NH:20]C(=O)C)[CH2:16]3)=[CH:11][C:10]=2[O:24][CH3:25])=[N:6][CH:7]=1. The catalyst is Cl. The product is [NH2:20][C@@H:17]1[CH2:18][CH2:19][N:15]([C:12]2[CH:13]=[CH:14][C:9]([NH:8][C:5]3[N:4]=[C:3]([C:26]4[N:30]5[CH:31]=[CH:32][CH:33]=[CH:34][C:29]5=[N:28][CH:27]=4)[C:2]([Cl:1])=[CH:7][N:6]=3)=[C:10]([O:24][CH3:25])[CH:11]=2)[CH2:16]1. The yield is 0.770. (4) The reactants are CCN(C(C)C)C(C)C.[OH:10][C:11]1[CH:12]=[C:13]([C:17]2[O:21][N:20]=[C:19]([C:22]([OH:24])=O)[CH:18]=2)[CH:14]=[CH:15][CH:16]=1.C1(C2ON=C(C(O)=O)C=2)C=CC=CC=1.C(OC1C=CC=CC=1C(=O)C)C1C=CC=CC=1.C1C=CC2N(O)N=NC=2C=1.CCN=C=NCCCN(C)C.Cl.Cl.[NH2:79][CH2:80][C:81]([N:83]1[CH2:88][CH2:87][CH:86]([O:89][C:90]2[CH:95]=[CH:94][CH:93]=[C:92]([C:96]([F:99])([F:98])[F:97])[CH:91]=2)[CH2:85][CH2:84]1)=[O:82]. The catalyst is CN(C=O)C.O. The product is [O:82]=[C:81]([N:83]1[CH2:84][CH2:85][CH:86]([O:89][C:90]2[CH:95]=[CH:94][CH:93]=[C:92]([C:96]([F:99])([F:97])[F:98])[CH:91]=2)[CH2:87][CH2:88]1)[CH2:80][NH:79][C:22]([C:19]1[CH:18]=[C:17]([C:13]2[CH:14]=[CH:15][CH:16]=[C:11]([OH:10])[CH:12]=2)[O:21][N:20]=1)=[O:24]. The yield is 0.377. (5) The reactants are [CH3:1][O:2][C:3](=[O:25])[C:4]([NH:14][C:15]([O:17][CH2:18][C:19]1[CH:24]=[CH:23][CH:22]=[CH:21][CH:20]=1)=[O:16])=[CH:5][C:6]1[CH:11]=[CH:10][C:9]([Br:12])=[C:8]([CH3:13])[CH:7]=1. The catalyst is C(O)C.[B-](F)(F)(F)F.COC1C([P@](CC[P@](C2C=CC=CC=2)C2C(OC)=CC=CC=2)C2C=CC=CC=2)=CC=CC=1.C1CC=CCCC=C1.[Rh]. The product is [CH2:18]([O:17][C:15]([NH:14][C@@H:4]([CH2:5][C:6]1[CH:11]=[CH:10][C:9]([Br:12])=[C:8]([CH3:13])[CH:7]=1)[C:3]([O:2][CH3:1])=[O:25])=[O:16])[C:19]1[CH:20]=[CH:21][CH:22]=[CH:23][CH:24]=1. The yield is 0.830. (6) The reactants are Br[C:2]1[CH:3]=[C:4]([CH:10]2[O:15]CCCO2)[CH:5]=[C:6]([O:8][CH3:9])[CH:7]=1.[CH:16]([N:19]1[CH2:24][CH2:23][NH:22][CH2:21][CH2:20]1)([CH3:18])[CH3:17].CC(C)([O-])C.[Na+].C1(P(C2C=CC=CC=2)C2C=CC3C(=CC=CC=3)C=2C2C3C(=CC=CC=3)C=CC=2P(C2C=CC=CC=2)C2C=CC=CC=2)C=CC=CC=1.Cl.[OH-].[Na+]. The catalyst is C1(C)C=CC=CC=1.C1C=CC(/C=C/C(/C=C/C2C=CC=CC=2)=O)=CC=1.C1C=CC(/C=C/C(/C=C/C2C=CC=CC=2)=O)=CC=1.C1C=CC(/C=C/C(/C=C/C2C=CC=CC=2)=O)=CC=1.[Pd].[Pd]. The product is [CH:16]([N:19]1[CH2:24][CH2:23][N:22]([C:2]2[CH:3]=[C:4]([CH:5]=[C:6]([O:8][CH3:9])[CH:7]=2)[CH:10]=[O:15])[CH2:21][CH2:20]1)([CH3:18])[CH3:17]. The yield is 0.270. (7) The reactants are [CH:1]([NH:3][NH2:4])=O.Cl.C(N(CC)CC)C.C1(C)C(C)=CC=CC=1.Cl[C:22]1[N:27]=[N:26][C:25]([CH3:28])=[C:24]([C:29]2[CH:34]=[CH:33][C:32]([O:35][CH3:36])=[CH:31][CH:30]=2)[CH:23]=1. The catalyst is O. The product is [CH3:36][O:35][C:32]1[CH:33]=[CH:34][C:29]([C:24]2[C:25]([CH3:28])=[N:26][N:27]3[CH:22]=[N:4][N:3]=[C:1]3[CH:23]=2)=[CH:30][CH:31]=1. The yield is 0.210. (8) The reactants are [CH3:1][C:2]([C:6]1[CH:11]=[CH:10][C:9]([N+:12]([O-:14])=[O:13])=[CH:8][CH:7]=1)([CH3:5])[CH2:3][NH2:4].[OH-].[Na+].[CH3:17][C:18]([O:21][C:22](O[C:22]([O:21][C:18]([CH3:20])([CH3:19])[CH3:17])=[O:23])=[O:23])([CH3:20])[CH3:19].OS([O-])(=O)=O.[K+]. The catalyst is O1CCOCC1.O. The product is [CH3:5][C:2]([C:6]1[CH:11]=[CH:10][C:9]([N+:12]([O-:14])=[O:13])=[CH:8][CH:7]=1)([CH3:1])[CH2:3][NH:4][C:22](=[O:23])[O:21][C:18]([CH3:20])([CH3:19])[CH3:17]. The yield is 0.800. (9) The reactants are [Br:1][C:2]1[N:10]=[CH:9][N:8]=[C:7]2[C:3]=1[N:4]=[CH:5][NH:6]2.C(=O)([O-])[O-].[K+].[K+].Cl[CH2:18][C:19]1[CH:24]=[CH:23][C:22]([O:25][CH3:26])=[CH:21][CH:20]=1. The catalyst is CN(C=O)C. The product is [Br:1][C:2]1[N:10]=[CH:9][N:8]=[C:7]2[C:3]=1[N:4]=[CH:5][N:6]2[CH2:18][C:19]1[CH:24]=[CH:23][C:22]([O:25][CH3:26])=[CH:21][CH:20]=1. The yield is 0.280.